From a dataset of Forward reaction prediction with 1.9M reactions from USPTO patents (1976-2016). Predict the product of the given reaction. (1) Given the reactants [Cl:1][C:2]1[CH:7]=[CH:6][CH:5]=[CH:4][C:3]=1[C:8]1[C:16]2[C:11](=[N:12][C:13]([O:24][C:25]3[CH:30]=[CH:29][C:28]([F:31])=[CH:27][C:26]=3[F:32])=[N:14][C:15]=2[CH2:17][S:18]([N:21]([CH3:23])[CH3:22])(=[O:20])=[O:19])[N:10](COCC[Si](C)(C)C)[N:9]=1.FC(F)(F)C(O)=O.[BH4-].[Na+], predict the reaction product. The product is: [Cl:1][C:2]1[CH:7]=[CH:6][CH:5]=[CH:4][C:3]=1[C:8]1[C:16]2[C:11](=[N:12][C:13]([O:24][C:25]3[CH:30]=[CH:29][C:28]([F:31])=[CH:27][C:26]=3[F:32])=[N:14][C:15]=2[CH2:17][S:18]([N:21]([CH3:23])[CH3:22])(=[O:20])=[O:19])[NH:10][N:9]=1. (2) Given the reactants C([S:4][CH2:5][CH:6]([NH:8][S:9]([C:12]1[C:17]([CH3:18])=[CH:16][C:15]([CH3:19])=[CH:14][C:13]=1[CH3:20])(=[O:11])=[O:10])[CH3:7])(=O)C, predict the reaction product. The product is: [CH3:20][C:13]1[CH:14]=[C:15]([CH3:19])[CH:16]=[C:17]([CH3:18])[C:12]=1[S:9]([NH:8][CH:6]([CH3:7])[CH2:5][SH:4])(=[O:10])=[O:11]. (3) The product is: [C:24]1([C:22]([C:9]2[CH:10]=[N:11][C:12]3[C:17]([C:8]=2[C:4]2[CH:5]=[CH:6][CH:7]=[C:2]([N:1]4[CH:32]=[CH:36][CH:35]=[CH:34]4)[CH:3]=2)=[CH:16][CH:15]=[CH:14][C:13]=3[C:18]([F:21])([F:19])[F:20])=[O:23])[CH:25]=[CH:26][CH:27]=[CH:28][CH:29]=1. Given the reactants [NH2:1][C:2]1[CH:3]=[C:4]([C:8]2[C:17]3[C:12](=[C:13]([C:18]([F:21])([F:20])[F:19])[CH:14]=[CH:15][CH:16]=3)[N:11]=[CH:10][C:9]=2[C:22]([C:24]2[CH:29]=[CH:28][CH:27]=[CH:26][CH:25]=2)=[O:23])[CH:5]=[CH:6][CH:7]=1.CO[CH:32]1[CH2:36][CH2:35][CH:34](OC)O1, predict the reaction product. (4) The product is: [NH2:5][CH2:4][C:3]1[CH:6]=[C:7]([C:10]([F:12])([F:13])[F:11])[CH:8]=[CH:9][C:2]=1[NH2:1]. Given the reactants [NH2:1][C:2]1[CH:9]=[CH:8][C:7]([C:10]([F:13])([F:12])[F:11])=[CH:6][C:3]=1[C:4]#[N:5].[H][H].C(OCC)(=O)C.CCCCCC, predict the reaction product. (5) Given the reactants C(OC([N:8](C(OC(C)(C)C)=O)[C:9](=[O:38])[C:10]1[CH:15]=[C:14]([N:16]2[CH2:20][CH2:19][CH2:18][C:17]2=[O:21])[CH:13]=[CH:12][C:11]=1[C:22]([N:24]1[CH2:29][CH2:28][N:27]([C:30]2[C:35]([CH3:36])=[CH:34][C:33]([CH3:37])=[CH:32][N:31]=2)[CH2:26][CH2:25]1)=[O:23])=O)(C)(C)C.[CH:46]1(N)[CH2:50][CH2:49][CH2:48][CH2:47]1, predict the reaction product. The product is: [CH:46]1([NH:8][C:9](=[O:38])[C:10]2[CH:15]=[C:14]([N:16]3[CH2:20][CH2:19][CH2:18][C:17]3=[O:21])[CH:13]=[CH:12][C:11]=2[C:22]([N:24]2[CH2:29][CH2:28][N:27]([C:30]3[C:35]([CH3:36])=[CH:34][C:33]([CH3:37])=[CH:32][N:31]=3)[CH2:26][CH2:25]2)=[O:23])[CH2:50][CH2:49][CH2:48][CH2:47]1. (6) The product is: [Br:1][C:2]1[CH:9]=[CH:8][C:7]([F:10])=[CH:6][C:3]=1[CH2:4][NH2:5]. Given the reactants [Br:1][C:2]1[CH:9]=[CH:8][C:7]([F:10])=[CH:6][C:3]=1[C:4]#[N:5].[BH4-].[Na+].C(O)(C(F)(F)F)=O.CO, predict the reaction product. (7) The product is: [CH3:1][O:2][C:3]1[C:4]2[N:5]([N:9]=[C:10]([C:12]3([CH2:15][NH:16][C:24](=[O:28])[CH:25]([CH3:27])[CH3:26])[CH2:14][CH2:13]3)[N:11]=2)[CH:6]=[CH:7][CH:8]=1. Given the reactants [CH3:1][O:2][C:3]1[C:4]2[N:5]([N:9]=[C:10]([C:12]3([CH2:15][NH2:16])[CH2:14][CH2:13]3)[N:11]=2)[CH:6]=[CH:7][CH:8]=1.CCN(CC)CC.[C:24](Cl)(=[O:28])[CH:25]([CH3:27])[CH3:26].C([O-])(O)=O.[Na+], predict the reaction product.